This data is from Drug-target binding data from BindingDB using IC50 measurements. The task is: Regression. Given a target protein amino acid sequence and a drug SMILES string, predict the binding affinity score between them. We predict pIC50 (pIC50 = -log10(IC50 in M); higher means more potent). Dataset: bindingdb_ic50. (1) The drug is Nc1ncc[nH]1. The target protein (P29476) has sequence MEENTFGVQQIQPNVISVRLFKRKVGGLGFLVKERVSKPPVIISDLIRGGAAEQSGLIQAGDIILAVNDRPLVDLSYDSALEVLRGIASETHVVLILRGPEGFTTHLETTFTGDGTPKTIRVTQPLGPPTKAVDLSHQPSASKDQSLAVDRVTGLGNGPQHAQGHGQGAGSVSQANGVAIDPTMKSTKANLQDIGEHDELLKEIEPVLSILNSGSKATNRGGPAKAEMKDTGIQVDRDLDGKSHKAPPLGGDNDRVFNDLWGKDNVPVILNNPYSEKEQSPTSGKQSPTKNGSPSRCPRFLKVKNWETDVVLTDTLHLKSTLETGCTEHICMGSIMLPSQHTRKPEDVRTKDQLFPLAKEFLDQYYSSIKRFGSKAHMDRLEEVNKEIESTSTYQLKDTELIYGAKHAWRNASRCVGRIQWSKLQVFDARDCTTAHGMFNYICNHVKYATNKGNLRSAITIFPQRTDGKHDFRVWNSQLIRYAGYKQPDGSTLGDPANVQ.... The pIC50 is 4.2. (2) The compound is N#Cc1ccc2cc3c(=O)[nH]c(=O)nc-3n(-c3ccc(O)cc3)c2c1. The target protein (Q9JJX7) has sequence MASGSSSDAAEPAGPAGRAASAPEAAQAEEDRVKRRRLQCLGFALVGGCDPTMVPSVLRENDWQTQKALSAYFELPENDQGWPRQPPTSFKSEAYVDLTNEDANDTTILEASPSGTPLEDSSTISFITWNIDGLDGCNLPERARGVCSCLALYSPDVVFLQEVIPPYCAYLKKRAASYTIITGNEEGYFTAILLKKGRVKFKSQEIIPFPNTKMMRNLLCVNVSLGGNEFCLMTSHLESTREHSAERIRQLKTVLGKMQEAPDSTTVIFAGDTNLRDQEVIKCGGLPDNVFDAWEFLGKPKHCQYTWDTKANNNLRIPAAYKHRFDRIFFRAEEGHLIPQSLDLVGLEKLDCGRFPSDHWGLLCTLNVVL. The pIC50 is 4.0. (3) The drug is CC(C)CCC[C@@H](C)[C@H]1CC[C@H]2[C@@H]3CC(=O)O[C@](C)(CCCCC(=O)O)[C@H]3CC[C@@]21C. The target protein (O75419) has sequence MFVSDFRKEFYEVVQSQRVLLFVASDVDALCACKILQALFQCDHVQYTLVPVSGWQELETAFLEHKEQFHYFILINCGANVDLLDILQPDEDTIFFVCDTHRPVNVVNVYNDTQIKLLIKQDDDLEVPAYEDIFRDEEEDEEHSGNDSDGSEPSEKRTRLEEEIVEQTMRRRQRREWEARRRDILFDYEQYEYHGTSSAMVMFELAWMLSKDLNDMLWWAIVGLTDQWVQDKITQMKYVTDVGVLQRHVSRHNHRNEDEENTLSVDCTRISFEYDLRLVLYQHWSLHDSLCNTSYTAARFKLWSVHGQKRLQEFLADMGLPLKQVKQKFQAMDISLKENLREMIEESANKFGMKDMRVQTFSIHFGFKHKFLASDVVFATMSLMESPEKDGSGTDHFIQALDSLSRSNLDKLYHGLELAKKQLRATQQTIASCLCTNLVISQGPFLYCSLMEGTPDVMLFSRPASLSLLSKHLLKSFVCSTKNRRCKLLPLVMAAPLSME.... The pIC50 is 4.0. (4) The small molecule is COc1ccc(C(=O)N2CCC(C(=O)c3ccc(Cl)cc3)CC2)cc1. The target protein (Q99685) has sequence MPEESSPRRTPQSIPYQDLPHLVNADGQYLFCRYWKPTGTPKALIFVSHGAGEHSGRYEELARMLMGLDLLVFAHDHVGHGQSEGERMVVSDFHVFVRDVLQHVDSMQKDYPGLPVFLLGHSMGGAIAILTAAERPGHFAGMVLISPLVLANPESATTFKVLAAKVLNLVLPNLSLGPIDSSVLSRNKTEVDIYNSDPLICRAGLKVCFGIQLLNAVSRVERALPKLTVPFLLLQGSADRLCDSKGAYLLMELAKSQDKTLKIYEGAYHVLHKELPEVTNSVFHEINMWVSQRTATAGTASPP. The pIC50 is 4.9. (5) The drug is O=S(=O)([O-])c1ccc2c(S(=O)(=O)[O-])cc(S(=O)(=O)[O-])cc2c1. The target protein sequence is VEILPFLYLGSAYHASKCEFLANLHITALLNVSRRTSEACATHLHYKWIPVEDSHTADISSHFQEAIDFIDCVREKGGKVLVHCEAGISRSPTICMAYLMKTKQFRLKEAFDYIKQRRSMVSPNFGFMGQLLQYESEILPSTPNPQPPSCQGEAAGSSLIGHLQTLSPDMQGAYCTFPASVLAPVPTHSTVSELSRSPVATATSC. The pIC50 is 2.2. (6) The compound is C=CC(=O)NCC(=O)N1CCN(S(=O)(=O)c2cccc3c(N(C)C)cccc23)CC1. The target protein sequence is MSETSRTAFGGRRAVPPNNSNAAEDDLPTVELQGVVPRGVNLQEFLNVTSVHLFKERWDTNKVDHHTDKYENNKLIVRRGQSFYVQIDFSRPYDPRRDLFRVEYVIGRYPQENKGTYIPVPIVSELQSGKWGAKIVMREDRSVRLSIQSSPKCIVGKFRMYVAVWTPYGVLRTSRNPETDTYILFNPWCEDDAVYLDNEKEREEYVLNDIGVIFYGEVNDIKTRSWSYGQFEDGILDTCLYVMDRAQMDLSGRGNPIKVSRVGSAMVNAKDDEGVLVGSWDNIYAYGVPPSAWTGSVDILLEYRSSENPVRYGQCWVFAGVFNTFLRCLGIPARIVTNYFSAHDNDANLQMDIFLEEDGNVNSKLTKDSVWNYHCWNEAWMTRPDLPVGFGGWQAVDSTPQENSDGMYRCGPASVQAIKHGHVCFQFDAPFVFAEVNSDLIYITAKKDGTHVVENVDATHIGKLIVTKQIGGDGMMDITDTYKFQEGQEEERLALETALM.... The pIC50 is 4.0.